Regression. Given two drug SMILES strings and cell line genomic features, predict the synergy score measuring deviation from expected non-interaction effect. From a dataset of NCI-60 drug combinations with 297,098 pairs across 59 cell lines. (1) Drug 1: CC12CCC3C(C1CCC2=O)CC(=C)C4=CC(=O)C=CC34C. Drug 2: C1CN1P(=S)(N2CC2)N3CC3. Cell line: OVCAR3. Synergy scores: CSS=20.6, Synergy_ZIP=-0.218, Synergy_Bliss=1.36, Synergy_Loewe=0.613, Synergy_HSA=1.31. (2) Drug 1: C(CC(=O)O)C(=O)CN.Cl. Drug 2: C(CN)CNCCSP(=O)(O)O. Cell line: NCI-H226. Synergy scores: CSS=9.08, Synergy_ZIP=-0.752, Synergy_Bliss=0.278, Synergy_Loewe=-13.1, Synergy_HSA=-1.03. (3) Drug 1: CS(=O)(=O)C1=CC(=C(C=C1)C(=O)NC2=CC(=C(C=C2)Cl)C3=CC=CC=N3)Cl. Drug 2: C1CCC(C1)C(CC#N)N2C=C(C=N2)C3=C4C=CNC4=NC=N3. Cell line: MCF7. Synergy scores: CSS=10.1, Synergy_ZIP=1.30, Synergy_Bliss=4.65, Synergy_Loewe=1.78, Synergy_HSA=3.35. (4) Drug 1: CC(C1=C(C=CC(=C1Cl)F)Cl)OC2=C(N=CC(=C2)C3=CN(N=C3)C4CCNCC4)N. Drug 2: C1=CC(=C2C(=C1NCCNCCO)C(=O)C3=C(C=CC(=C3C2=O)O)O)NCCNCCO. Cell line: UACC62. Synergy scores: CSS=47.4, Synergy_ZIP=6.13, Synergy_Bliss=9.96, Synergy_Loewe=6.55, Synergy_HSA=11.1. (5) Drug 1: CCCCCOC(=O)NC1=NC(=O)N(C=C1F)C2C(C(C(O2)C)O)O. Drug 2: COCCOC1=C(C=C2C(=C1)C(=NC=N2)NC3=CC=CC(=C3)C#C)OCCOC.Cl. Cell line: SK-OV-3. Synergy scores: CSS=1.90, Synergy_ZIP=-2.09, Synergy_Bliss=-1.59, Synergy_Loewe=-8.91, Synergy_HSA=-4.32. (6) Drug 1: CC(C1=C(C=CC(=C1Cl)F)Cl)OC2=C(N=CC(=C2)C3=CN(N=C3)C4CCNCC4)N. Drug 2: CN1C(=O)N2C=NC(=C2N=N1)C(=O)N. Cell line: PC-3. Synergy scores: CSS=3.81, Synergy_ZIP=-1.15, Synergy_Bliss=-1.93, Synergy_Loewe=-10.5, Synergy_HSA=-2.92. (7) Drug 1: CC(CN1CC(=O)NC(=O)C1)N2CC(=O)NC(=O)C2. Drug 2: CC1=C2C(C(=O)C3(C(CC4C(C3C(C(C2(C)C)(CC1OC(=O)C(C(C5=CC=CC=C5)NC(=O)C6=CC=CC=C6)O)O)OC(=O)C7=CC=CC=C7)(CO4)OC(=O)C)O)C)OC(=O)C. Cell line: OVCAR-4. Synergy scores: CSS=16.4, Synergy_ZIP=-12.0, Synergy_Bliss=-7.13, Synergy_Loewe=-6.58, Synergy_HSA=-4.45.